Dataset: Full USPTO retrosynthesis dataset with 1.9M reactions from patents (1976-2016). Task: Predict the reactants needed to synthesize the given product. (1) Given the product [NH2:1][C:2]1[N:3]=[CH:4][C:5](/[CH:11]=[CH:10]/[C:9]([O:13][C:14]([CH3:17])([CH3:16])[CH3:15])=[O:12])=[CH:6][CH:7]=1, predict the reactants needed to synthesize it. The reactants are: [NH2:1][C:2]1[CH:7]=[CH:6][C:5](Br)=[CH:4][N:3]=1.[C:9]([O:13][C:14]([CH3:17])([CH3:16])[CH3:15])(=[O:12])[CH:10]=[CH2:11].C(N(C(C)C)CC)(C)C. (2) Given the product [Br:1][C:2]1[N:3]=[C:4]([CH:12]2[S:17](=[O:19])(=[O:18])[CH2:16][CH2:15][N:14]([C:20]([O:22][C:23]([CH3:26])([CH3:25])[CH3:24])=[O:21])[CH2:13]2)[N:5]2[CH:10]=[CH:9][N:8]=[C:7]([NH:38][CH2:37][C:30]3[CH:31]=[CH:32][C:33]([O:35][CH3:36])=[CH:34][C:29]=3[O:28][CH3:27])[C:6]=12, predict the reactants needed to synthesize it. The reactants are: [Br:1][C:2]1[N:3]=[C:4]([CH:12]2[S:17](=[O:19])(=[O:18])[CH2:16][CH2:15][N:14]([C:20]([O:22][C:23]([CH3:26])([CH3:25])[CH3:24])=[O:21])[CH2:13]2)[N:5]2[CH:10]=[CH:9][N:8]=[C:7](Cl)[C:6]=12.[CH3:27][O:28][C:29]1[CH:34]=[C:33]([O:35][CH3:36])[CH:32]=[CH:31][C:30]=1[CH2:37][NH2:38].C(N(C(C)C)C(C)C)C. (3) Given the product [C:35]([O:3][C:4]1[CH:19]=[CH:18][C:17]([CH2:20][CH2:21][CH3:22])=[CH:16][C:5]=1[C:6]1([O:15][C:23](=[O:26])[CH3:24])[C:7](=[O:14])[C:8]2[C:13](=[CH:12][CH:11]=[CH:10][CH:9]=2)[C:2]1=[O:1])(=[O:36])[CH3:34], predict the reactants needed to synthesize it. The reactants are: [OH:1][C:2]12[C:13]3[C:8](=[CH:9][CH:10]=[CH:11][CH:12]=3)[C:7](=[O:14])[C:6]1([OH:15])[C:5]1[CH:16]=[C:17]([CH2:20][CH2:21][CH3:22])[CH:18]=[CH:19][C:4]=1[O:3]2.[C:23]([OH:26])(=O)[CH3:24].N1C=CC=CC=1.C1C[O:36][CH2:35][CH2:34]1. (4) Given the product [CH3:12][O:11][CH2:10][C:6]1[CH:5]=[C:4]([CH2:3][O:2][CH3:1])[CH:9]=[CH:8][C:7]=1[Br:18], predict the reactants needed to synthesize it. The reactants are: [CH3:1][O:2][CH2:3][C:4]1[CH:9]=[CH:8][CH:7]=[C:6]([CH2:10][O:11][CH3:12])[CH:5]=1.C([O-])(=O)C.[Na+].[Br:18]Br.S([O-])([O-])=O.[Na+].[Na+]. (5) The reactants are: [F:1][C:2]1[CH:7]=[CH:6][C:5]([O:8][CH:9]([CH3:11])[CH3:10])=[CH:4][C:3]=1[CH2:12][OH:13]. Given the product [F:1][C:2]1[CH:7]=[CH:6][C:5]([O:8][CH:9]([CH3:11])[CH3:10])=[CH:4][C:3]=1[CH:12]=[O:13], predict the reactants needed to synthesize it. (6) Given the product [CH:1]([C:4]1[CH:5]=[CH:6][C:7]([O:8][CH:9]([CH2:15][C:16]2[CH:17]=[CH:18][C:19]([O:22][CH2:23][CH2:24][NH:25][C:26](=[O:41])[C:27]3[CH:32]=[CH:31][C:30]([C:33]4[N:38]=[CH:37][C:36]([O:39][CH3:40])=[CH:35][CH:34]=4)=[CH:29][CH:28]=3)=[CH:20][CH:21]=2)[C:10]([OH:12])=[O:11])=[CH:42][CH:43]=1)([CH3:3])[CH3:2], predict the reactants needed to synthesize it. The reactants are: [CH:1]([C:4]1[CH:43]=[CH:42][C:7]([O:8][CH:9]([CH2:15][C:16]2[CH:21]=[CH:20][C:19]([O:22][CH2:23][CH2:24][NH:25][C:26](=[O:41])[C:27]3[CH:32]=[CH:31][C:30]([C:33]4[N:38]=[CH:37][C:36]([O:39][CH3:40])=[CH:35][CH:34]=4)=[CH:29][CH:28]=3)=[CH:18][CH:17]=2)[C:10]([O:12]CC)=[O:11])=[CH:6][CH:5]=1)([CH3:3])[CH3:2].C(C1C=CC(OC(CC2C=CC(OCCNC(=O)C3C=CC(C4C=CC=CN=4)=CC=3)=CC=2)C(O)=O)=CC=1)(C)C.[OH-].[Na+].